Dataset: Drug-target binding data from BindingDB using Ki measurements. Task: Regression. Given a target protein amino acid sequence and a drug SMILES string, predict the binding affinity score between them. We predict pKi (pKi = -log10(Ki in M); higher means stronger inhibition). Dataset: bindingdb_ki. (1) The pKi is 7.0. The small molecule is Nc1nnc(S(N)(=O)=O)s1. The target protein sequence is MKLSLFISSLLAMIVACPNLAESAGSWTYRDPEGPDTWKHHYKDCEGHEQSPINIVPKDTFFEPGLADLVVNYEKSVSAKLFNNGHTVQATFLTGKSNISGGNLTSHFRALQMHFHWGSENSRGSEHQVGGRKFPLEIHIVHYNAEKYPSVSEAVDKGDGLAVLGILVELQVQDNPVFDVMVDNLDKARYKGNEVILPSLQPFSFLPHDIAQYYTYRGSLTTPGCFESVQWFVFNHTFPISQAQLDKFRDLFDSEKQDTKKLPLVDNYRPVQPLYGRSVSEASNALLFPVARHQTKLWIAWDSLMTRQYFMKQQSICALYQPQ. (2) The drug is CNCC(=O)N[C@@H](CCCN=C(N)N)C(=O)N[C@H](C(=O)N[C@@H](Cc1ccc(O)cc1)C(=O)N[C@H](C(=O)N[C@@H](Cc1cnc[nH]1)C(=O)N1CCC[C@H]1C(=O)N[C@@H](C)C(=O)O)C(C)C)C(C)C. The target protein (P25095) has sequence MALNSSAEDGIKRIQDDCPKAGRHSYIFVMIPTLYSIIFVVGIFGNSLVVIVIYFYMKLKTVASVFLLNLALADLCFLLTLPLWAVYTAMEYRWPFGNHLCKIASASVSFNLYASVFLLTCLSIDRYLAIVHPMKSRLRRTMLVAKVTCIIIWLMAGLASLPAVIHRNVYFIENTNITVCAFHYESRNSTLPIGLGLTKNILGFLFPFLIILTSYTLIWKALKKAYEIQKNKPRNDDIFRIIMAIVLFFFFSWVPHQIFTFLDVLIQLGVIHDCKISDIVDTAMPITICIAYFNNCLNPLFYGFLGKKFKKYFLQLLKYIPPKAKSHSSLSTKMSTLSYRPSDNMSSSAKKPASCFEVE. The pKi is 8.7. (3) The compound is CSCC[C@H](NC(=O)[C@@H](NC(=O)[C@@H](NC(=O)[C@H](CCC(=O)O)NC(=O)[C@H](Cc1c[nH]c2ccccc12)NC(=O)[C@H](CCC(=O)O)NC(=O)[C@H](CCC(=O)O)NC(=O)[C@H](CCC(N)=O)NC(=O)[C@@H](N)CC(C)C)[C@@H](C)O)C(C)C)C(=O)O. The target protein sequence is MSADAAAGAPLPRLCCLEKGPNGYGFHLHGEKGKLGQYIRLVEPGSPAEKAGLLAGDRLVEVNGENVEKETHQQVVSRIRAALNAVRLLVVDPETDEQLQKLGVQVREELLRAQEAPGQAEPPAAAEVQGAGNENEPREA. The pKi is 5.8. (4) The compound is CCCc1nn(C)c2c(=O)[nH]c(-c3cc(S(=O)(=O)N4CCN(C)CC4)ccc3OCC)nc12. The target protein (O54735) has sequence MLPFGDKTRDMVNAWFSERVHNIPVCKEGIRAHTESCSCSLPQSPHADNTTPGAPARKISASEFDRPLRPIVVKDSEGTVSFLSDSGKKEQMPLTSPRFDSDEGDQCSRLLELVKDISSHLDVTALCHKIFLHIHGLISADRYSLFLVCEDSSKDKFLVSRLFDVAEGSTLEEASNNCIRLEWNKGIVGHVAAFGEPLNIKDAYEDPRFNAEVDQITGYKTQSILCMPIKNHREEVVGVAQAINKKSGNGGTFTEKDEKDFAAYLAFCGIVLHNAQLYETSLLENKRNQVLLDLASLIFEEQQSLEVILKKIAATIISFMQVQKCTIFIVDEDCPDSFSRVFQMEWEEVGKSSEPLTREHDANKINYMYAQYVKNTMEPLNIPDVTKDNRFPWTNENMGHINTHCIRSLLCTPIKNGKKNKVIGVCQLVNKMEEKTGKIKAFNQNDEQFLEAFVIFCGLGIQNTQMYEAVERAMAKQMVTLEVLSYHASAAEEETRELQA.... The pKi is 8.7. (5) The small molecule is COc1ccc(CC=C(N=Nc2nc3ccccc3c(=O)n2C)c2ccccc2)cc1. The target protein (P21396) has sequence MTDLEKPNLAGHMFDVGLIGGGISGLAAAKLLSEYKINVLVLEARDRVGGRTYTVRNEHVKWVDVGGAYVGPTQNRILRLSKELGIETYKVNVNERLVQYVKGKTYPFRGAFPPVWNPLAYLDYNNLWRTMDEMGKEIPVDAPWQARHAQEWDKMTMKDLIDKICWTKTAREFAYLFVNINVTSEPHEVSALWFLWYVRQCGGTARIFSVTNGGQERKFVGGSGQVSEQIMGLLGDKVKLSSPVTYIDQTDDNIIVETLNHEHYECKYVISAIPPILTAKIHFKPELPPERNQLIQRLPMGAVIKCMVYYKEAFWKKKDYCGCMIIEDEEAPIAITLDDTKPDGSLPAIMGFILARKADRQAKLHKDIRKRKICELYAKVLGSQEALYPVHYEEKNWCEEQYSGGCYTAYFPPGIMTQYGRVIRQPVGRIYFAGTETATQWSGYMEGAVEAGERAAREVLNALGKVAKKDIWVEEPESKDVPAIEITHTFLERNLPSVPG.... The pKi is 5.9. (6) The target protein (P35405) has sequence MDLQLTTNSTDSGDRGGSSNESLQRQPPSQYSPAEVAGLAAVVSFLIVFTIVGNVLVVIAVLTSRALKAPQNLFQVSLASADILVATLVMPFSLANELMNYWYFGKVWCVIYLALDVLFCTSSIVHLCAISLDRYWSVTQAVEYNLKRTPRRIKGIIVTVWLISAVISFPPLISLYRDPEDDLYPQCELNDETWYILSSCIGSFFAPCIIMVLVYVRIYRVAKLRTRTLSEKRTVPEGSSQTENGLSRPPVGAGPSTAAAAAASLRLQAGENGHYHLHHHHHHLHHHHHHHHHQLRKSAELEDIELEESSTSENRRRRRSREEAAARKGSRGFSFSFSSTKGGQSAGAGSRLSRASNRSLEFFSTHRRRKRSSLCRRKVTQAREKRFTFVLAVVMGVFVVCWFPFFFTYSLYGICREACQVPETLFKFFFWIGYCNSSLNPVIYTIFNQDFRRSFKHILFKKKKKTSLQ. The pKi is 9.1. The small molecule is O=C1NCN(c2ccccc2)C12CCN(CC1COc3ccccc3O1)CC2.